Predict the reactants needed to synthesize the given product. From a dataset of Full USPTO retrosynthesis dataset with 1.9M reactions from patents (1976-2016). (1) Given the product [Br:10][C:4]1[N:3]=[C:2]([C:28]#[C:27][CH2:26][O:25][C@@H:22]2[CH2:23][O:24][C@@H:18]3[C@H:17]([O:16][Si:15]([C:11]([CH3:14])([CH3:13])[CH3:12])([CH3:29])[CH3:30])[CH2:21][O:20][C@H:19]23)[C:7]([NH2:8])=[CH:6][C:5]=1[Cl:9], predict the reactants needed to synthesize it. The reactants are: Br[C:2]1[C:7]([NH2:8])=[CH:6][C:5]([Cl:9])=[C:4]([Br:10])[N:3]=1.[C:11]([Si:15]([CH3:30])([CH3:29])[O:16][C@@H:17]1[CH2:21][O:20][C@@H:19]2[C@H:22]([O:25][CH2:26][C:27]#[CH:28])[CH2:23][O:24][C@H:18]12)([CH3:14])([CH3:13])[CH3:12].CCN(CC)CC. (2) Given the product [CH3:27][C:3]1([C:1]([NH2:2])=[O:30])[S:7][C:6]([C:8]2[NH:9][C:10]3[C:15]([CH:16]=2)=[CH:14][CH:13]=[CH:12][C:11]=3[N:17]([CH3:26])[S:18]([C:21]2[S:22][CH:23]=[CH:24][CH:25]=2)(=[O:20])=[O:19])=[N:5][CH2:4]1, predict the reactants needed to synthesize it. The reactants are: [C:1]([C:3]1([CH3:27])[S:7][C:6]([C:8]2[NH:9][C:10]3[C:15]([CH:16]=2)=[CH:14][CH:13]=[CH:12][C:11]=3[N:17]([CH3:26])[S:18]([C:21]2[S:22][CH:23]=[CH:24][CH:25]=2)(=[O:20])=[O:19])=[N:5][CH2:4]1)#[N:2].[OH-].[Na+].[O:30]1CCCC1.C(O)(=O)CC(CC(O)=O)(C(O)=O)O. (3) Given the product [Cl:20][C:12]1[CH:13]=[C:14]([CH:17]=[C:18]([Cl:19])[C:11]=1[C:9]1[S:8][C:7]2[C:2]([NH:29][C:25]3[CH:24]=[C:23]([CH2:21][CH3:22])[N:28]=[CH:27][N:26]=3)=[N:3][CH:4]=[CH:5][C:6]=2[N:10]=1)[C:15]#[N:16], predict the reactants needed to synthesize it. The reactants are: Br[C:2]1[C:7]2[S:8][C:9]([C:11]3[C:18]([Cl:19])=[CH:17][C:14]([C:15]#[N:16])=[CH:13][C:12]=3[Cl:20])=[N:10][C:6]=2[CH:5]=[CH:4][N:3]=1.[CH2:21]([C:23]1[N:28]=[CH:27][N:26]=[C:25]([NH2:29])[CH:24]=1)[CH3:22].CC1(C)C2C(=C(P(C3C=CC=CC=3)C3C=CC=CC=3)C=CC=2)OC2C(P(C3C=CC=CC=3)C3C=CC=CC=3)=CC=CC1=2.C(=O)([O-])[O-].[Cs+].[Cs+]. (4) Given the product [C:18]([N:17]1[CH2:16][CH2:15][C:12]2[C:11](=[CH:10][C:9]([C:1]([C:2]3[CH:3]=[CH:4][CH:5]=[CH:6][CH:7]=3)=[O:8])=[CH:14][CH:13]=2)[CH2:26]1)(=[O:20])[CH3:19], predict the reactants needed to synthesize it. The reactants are: [C:1]([C:9]1[CH:14]=[CH:13][C:12]([CH2:15][CH2:16][NH:17][C:18](=[O:20])[CH3:19])=[CH:11][CH:10]=1)(=[O:8])[C:2]1[CH:7]=[CH:6][CH:5]=[CH:4][CH:3]=1.S(=O)(=O)(O)O.[CH2:26]=O.